From a dataset of Forward reaction prediction with 1.9M reactions from USPTO patents (1976-2016). Predict the product of the given reaction. Given the reactants [CH3:1][CH:2]([C@H:4]([NH2:23])[C:5]([O:7][CH2:8][CH2:9][O:10][CH2:11][N:12]1[C:16]2[NH:17][C:18]([NH2:22])=[N:19][C:20](=[O:21])[C:15]=2[N:14]=[CH:13]1)=[O:6])[CH3:3].[P:24](=[O:28])([OH:27])([OH:26])[OH:25], predict the reaction product. The product is: [CH3:3][CH:2]([C@H:4]([NH2:23])[C:5]([O:7][CH2:8][CH2:9][O:10][CH2:11][N:12]1[C:16]2[NH:17][C:18]([NH2:22])=[N:19][C:20](=[O:21])[C:15]=2[N:14]=[CH:13]1)=[O:6])[CH3:1].[P:24]([O-:28])([O-:27])([O-:26])=[O:25].